From a dataset of NCI-60 drug combinations with 297,098 pairs across 59 cell lines. Regression. Given two drug SMILES strings and cell line genomic features, predict the synergy score measuring deviation from expected non-interaction effect. (1) Drug 1: C1=NC2=C(N=C(N=C2N1C3C(C(C(O3)CO)O)O)F)N. Drug 2: COC1=C2C(=CC3=C1OC=C3)C=CC(=O)O2. Cell line: MDA-MB-435. Synergy scores: CSS=3.59, Synergy_ZIP=-1.68, Synergy_Bliss=-1.39, Synergy_Loewe=-6.44, Synergy_HSA=-4.32. (2) Drug 1: C1=NC2=C(N1)C(=S)N=C(N2)N. Drug 2: CCC1(CC2CC(C3=C(CCN(C2)C1)C4=CC=CC=C4N3)(C5=C(C=C6C(=C5)C78CCN9C7C(C=CC9)(C(C(C8N6C=O)(C(=O)OC)O)OC(=O)C)CC)OC)C(=O)OC)O.OS(=O)(=O)O. Cell line: SNB-19. Synergy scores: CSS=37.7, Synergy_ZIP=-1.91, Synergy_Bliss=2.66, Synergy_Loewe=-7.79, Synergy_HSA=2.02. (3) Drug 1: C1=CC=C(C=C1)NC(=O)CCCCCCC(=O)NO. Drug 2: COC1=C2C(=CC3=C1OC=C3)C=CC(=O)O2. Cell line: HOP-92. Synergy scores: CSS=9.93, Synergy_ZIP=-3.59, Synergy_Bliss=3.31, Synergy_Loewe=-7.19, Synergy_HSA=2.17. (4) Drug 1: CC1=C(C(=CC=C1)Cl)NC(=O)C2=CN=C(S2)NC3=CC(=NC(=N3)C)N4CCN(CC4)CCO. Cell line: HOP-92. Drug 2: C1C(C(OC1N2C=NC(=NC2=O)N)CO)O. Synergy scores: CSS=3.43, Synergy_ZIP=-0.644, Synergy_Bliss=0.242, Synergy_Loewe=-4.18, Synergy_HSA=-2.81. (5) Drug 1: CC(C)(C#N)C1=CC(=CC(=C1)CN2C=NC=N2)C(C)(C)C#N. Drug 2: C1CCC(C(C1)N)N.C(=O)(C(=O)[O-])[O-].[Pt+4]. Cell line: 786-0. Synergy scores: CSS=14.5, Synergy_ZIP=-8.29, Synergy_Bliss=-5.19, Synergy_Loewe=-3.08, Synergy_HSA=-4.29.